From a dataset of Catalyst prediction with 721,799 reactions and 888 catalyst types from USPTO. Predict which catalyst facilitates the given reaction. (1) Reactant: CC1C([N+]([O-])=O)=CN=C(N2CCCC2)C=1.[CH3:16][O:17][C:18]1[CH:23]=[C:22]([CH3:24])[C:21]([N+:25]([O-])=O)=[CH:20][N:19]=1. Product: [CH3:16][O:17][C:18]1[N:19]=[CH:20][C:21]([NH2:25])=[C:22]([CH3:24])[CH:23]=1. The catalyst class is: 304. (2) Reactant: [CH3:1][O:2][C:3]1[CH:4]=[CH:5][C:6]2[C:10]([O:11][C:12]3[CH:17]=[CH:16][C:15]([O:18][CH2:19][CH2:20][N:21]4[CH2:26][CH2:25][CH2:24][CH2:23][CH2:22]4)=[CH:14][CH:13]=3)=[C:9]([C:27]3[CH:32]=[CH:31][C:30]([C:33]([C:35]4[CH:40]=[CH:39][CH:38]=[CH:37][CH:36]=4)=[O:34])=[CH:29][CH:28]=3)[S:8][C:7]=2[CH:41]=1.[ClH:42]. Product: [ClH:42].[CH3:1][O:2][C:3]1[CH:4]=[CH:5][C:6]2[C:10]([O:11][C:12]3[CH:13]=[CH:14][C:15]([O:18][CH2:19][CH2:20][N:21]4[CH2:22][CH2:23][CH2:24][CH2:25][CH2:26]4)=[CH:16][CH:17]=3)=[C:9]([C:27]3[CH:28]=[CH:29][C:30]([C:33]([C:35]4[CH:36]=[CH:37][CH:38]=[CH:39][CH:40]=4)=[O:34])=[CH:31][CH:32]=3)[S:8][C:7]=2[CH:41]=1. The catalyst class is: 2. (3) Reactant: [O:1]1[CH2:6][CH2:5][N:4]([S:7]([N:10]2[CH:19]([C:20]([OH:22])=O)[CH2:18][C:17]3[C:12](=[CH:13][CH:14]=[CH:15][CH:16]=3)[CH2:11]2)(=[O:9])=[O:8])[CH2:3][CH2:2]1.CN1CCOCC1.ClC(OCC(C)C)=O.C[Si](C)(C)[O:40][NH2:41].Cl. Product: [O:1]1[CH2:6][CH2:5][N:4]([S:7]([N:10]2[CH:19]([C:20]([NH:41][OH:40])=[O:22])[CH2:18][C:17]3[C:12](=[CH:13][CH:14]=[CH:15][CH:16]=3)[CH2:11]2)(=[O:9])=[O:8])[CH2:3][CH2:2]1. The catalyst class is: 20. (4) Reactant: [CH2:1]([CH:6]1[CH2:11][CH2:10][CH2:9][N:8](C(OC(C)(C)C)=O)[CH2:7]1)[CH2:2][CH2:3][CH2:4][CH3:5].[ClH:19]. Product: [ClH:19].[CH2:1]([CH:6]1[CH2:11][CH2:10][CH2:9][NH:8][CH2:7]1)[CH2:2][CH2:3][CH2:4][CH3:5]. The catalyst class is: 12.